From a dataset of NCI-60 drug combinations with 297,098 pairs across 59 cell lines. Regression. Given two drug SMILES strings and cell line genomic features, predict the synergy score measuring deviation from expected non-interaction effect. (1) Drug 1: CC(CN1CC(=O)NC(=O)C1)N2CC(=O)NC(=O)C2. Drug 2: C1=NC2=C(N1)C(=S)N=C(N2)N. Cell line: HOP-62. Synergy scores: CSS=36.7, Synergy_ZIP=-4.51, Synergy_Bliss=-4.43, Synergy_Loewe=-10.7, Synergy_HSA=-0.835. (2) Drug 1: C1C(C(OC1N2C=C(C(=O)NC2=O)F)CO)O. Drug 2: CC1=C2C(C(=O)C3(C(CC4C(C3C(C(C2(C)C)(CC1OC(=O)C(C(C5=CC=CC=C5)NC(=O)C6=CC=CC=C6)O)O)OC(=O)C7=CC=CC=C7)(CO4)OC(=O)C)O)C)OC(=O)C. Cell line: UO-31. Synergy scores: CSS=21.8, Synergy_ZIP=-0.302, Synergy_Bliss=0.939, Synergy_Loewe=-2.20, Synergy_HSA=-0.647. (3) Drug 1: C1=CC(=CC=C1CCC2=CNC3=C2C(=O)NC(=N3)N)C(=O)NC(CCC(=O)O)C(=O)O. Drug 2: COC1=C2C(=CC3=C1OC=C3)C=CC(=O)O2. Cell line: OVCAR-4. Synergy scores: CSS=38.1, Synergy_ZIP=3.03, Synergy_Bliss=3.46, Synergy_Loewe=-17.2, Synergy_HSA=3.87.